This data is from HIV replication inhibition screening data with 41,000+ compounds from the AIDS Antiviral Screen. The task is: Binary Classification. Given a drug SMILES string, predict its activity (active/inactive) in a high-throughput screening assay against a specified biological target. The molecule is NC1(C(=O)O)CCCCC1c1ccccc1. The result is 0 (inactive).